This data is from Full USPTO retrosynthesis dataset with 1.9M reactions from patents (1976-2016). The task is: Predict the reactants needed to synthesize the given product. (1) The reactants are: [NH2:1][C:2]1[N:11]=[C:10]([O:12][CH2:13][CH3:14])[C:9]2[C:4](=[N:5][CH:6]=[CH:7][N:8]=2)[N:3]=1.[OH:15]O. Given the product [NH2:1][C:2]1[N:11]=[C:10]([O:12][CH2:13][CH3:14])[C:9]2[C:4](=[N:5][CH:6]=[CH:7][N:8]=2)[N+:3]=1[O-:15], predict the reactants needed to synthesize it. (2) Given the product [OH:26][CH2:27][CH2:29][NH:30][C:3]([C:5]1[NH:6][N:7]=[C:8]([O:10][CH2:11][C:12]2[C:13]([C:18]3[CH:23]=[CH:22][C:21]([F:24])=[CH:20][N:19]=3)=[N:14][O:15][C:16]=2[CH3:17])[CH:9]=1)=[O:4], predict the reactants needed to synthesize it. The reactants are: CO[C:3]([C:5]1[NH:6][N:7]=[C:8]([O:10][CH2:11][C:12]2[C:13]([C:18]3[CH:23]=[CH:22][C:21]([F:24])=[CH:20][N:19]=3)=[N:14][O:15][C:16]=2[CH3:17])[CH:9]=1)=[O:4].C[O:26][C:27]([C:29]1[NH:30]N=C(OCC2C(C3C=CC=CC=3)=NOC=2C)C=1)=O. (3) Given the product [C:25]([C:2]1[CH:3]=[C:4]2[C:9](=[C:10]([O:12][C@H:13]3[CH2:17][CH2:16][N:15]([C:18]([O:20][C:21]([CH3:24])([CH3:23])[CH3:22])=[O:19])[CH2:14]3)[N:11]=1)[N:8]=[CH:7][CH:6]=[CH:5]2)#[N:26], predict the reactants needed to synthesize it. The reactants are: Br[C:2]1[CH:3]=[C:4]2[C:9](=[C:10]([O:12][C@H:13]3[CH2:17][CH2:16][N:15]([C:18]([O:20][C:21]([CH3:24])([CH3:23])[CH3:22])=[O:19])[CH2:14]3)[N:11]=1)[N:8]=[CH:7][CH:6]=[CH:5]2.[CH3:25][N:26](C)CCN(C)C.CC1(C)C2C(=C(P(C3C=CC=CC=3)C3C=CC=CC=3)C=CC=2)OC2C(P(C3C=CC=CC=3)C3C=CC=CC=3)=CC=CC1=2. (4) Given the product [CH2:11]([O:10][C:8](=[O:9])[NH:6][C@@H:4]([CH3:5])[CH2:3][O:2][CH3:1])[CH3:12], predict the reactants needed to synthesize it. The reactants are: [CH3:1][O:2][CH2:3][C@@H:4]([NH2:6])[CH3:5].Cl[C:8]([O:10][CH2:11][CH3:12])=[O:9].C(N(CC)CC)C.